Dataset: NCI-60 drug combinations with 297,098 pairs across 59 cell lines. Task: Regression. Given two drug SMILES strings and cell line genomic features, predict the synergy score measuring deviation from expected non-interaction effect. Synergy scores: CSS=27.6, Synergy_ZIP=-0.971, Synergy_Bliss=-0.588, Synergy_Loewe=-31.8, Synergy_HSA=-0.0420. Drug 1: CC1=CC=C(C=C1)C2=CC(=NN2C3=CC=C(C=C3)S(=O)(=O)N)C(F)(F)F. Drug 2: CC=C1C(=O)NC(C(=O)OC2CC(=O)NC(C(=O)NC(CSSCCC=C2)C(=O)N1)C(C)C)C(C)C. Cell line: SNB-75.